From a dataset of NCI-60 drug combinations with 297,098 pairs across 59 cell lines. Regression. Given two drug SMILES strings and cell line genomic features, predict the synergy score measuring deviation from expected non-interaction effect. (1) Synergy scores: CSS=9.62, Synergy_ZIP=-2.81, Synergy_Bliss=0.232, Synergy_Loewe=-1.23, Synergy_HSA=-0.224. Drug 1: CC12CCC(CC1=CCC3C2CCC4(C3CC=C4C5=CN=CC=C5)C)O. Cell line: NCI/ADR-RES. Drug 2: C1=CC(=CC=C1CC(C(=O)O)N)N(CCCl)CCCl.Cl. (2) Drug 1: CCC1(CC2CC(C3=C(CCN(C2)C1)C4=CC=CC=C4N3)(C5=C(C=C6C(=C5)C78CCN9C7C(C=CC9)(C(C(C8N6C)(C(=O)OC)O)OC(=O)C)CC)OC)C(=O)OC)O.OS(=O)(=O)O. Drug 2: C1=CN(C=N1)CC(O)(P(=O)(O)O)P(=O)(O)O. Cell line: SK-MEL-5. Synergy scores: CSS=-0.0255, Synergy_ZIP=1.11, Synergy_Bliss=-1.13, Synergy_Loewe=0.310, Synergy_HSA=-2.60. (3) Drug 1: CC1=C(C=C(C=C1)NC2=NC=CC(=N2)N(C)C3=CC4=NN(C(=C4C=C3)C)C)S(=O)(=O)N.Cl. Drug 2: CC1=C(C=C(C=C1)C(=O)NC2=CC(=CC(=C2)C(F)(F)F)N3C=C(N=C3)C)NC4=NC=CC(=N4)C5=CN=CC=C5. Cell line: BT-549. Synergy scores: CSS=-1.86, Synergy_ZIP=4.70, Synergy_Bliss=6.85, Synergy_Loewe=0.243, Synergy_HSA=0.244. (4) Drug 1: CCCS(=O)(=O)NC1=C(C(=C(C=C1)F)C(=O)C2=CNC3=C2C=C(C=N3)C4=CC=C(C=C4)Cl)F. Synergy scores: CSS=-1.92, Synergy_ZIP=1.06, Synergy_Bliss=2.07, Synergy_Loewe=-4.42, Synergy_HSA=-1.68. Drug 2: C1=CN(C=N1)CC(O)(P(=O)(O)O)P(=O)(O)O. Cell line: SNB-19. (5) Drug 1: CCC1=C2CN3C(=CC4=C(C3=O)COC(=O)C4(CC)O)C2=NC5=C1C=C(C=C5)O. Drug 2: CN(CC1=CN=C2C(=N1)C(=NC(=N2)N)N)C3=CC=C(C=C3)C(=O)NC(CCC(=O)O)C(=O)O. Cell line: NCI/ADR-RES. Synergy scores: CSS=49.1, Synergy_ZIP=-4.74, Synergy_Bliss=-4.03, Synergy_Loewe=-20.9, Synergy_HSA=-0.921. (6) Drug 2: CC(C)(C#N)C1=CC(=CC(=C1)CN2C=NC=N2)C(C)(C)C#N. Cell line: NCI/ADR-RES. Synergy scores: CSS=45.4, Synergy_ZIP=1.05, Synergy_Bliss=0.316, Synergy_Loewe=-7.18, Synergy_HSA=0.986. Drug 1: C1C(C(OC1N2C=NC3=C(N=C(N=C32)Cl)N)CO)O.